This data is from Catalyst prediction with 721,799 reactions and 888 catalyst types from USPTO. The task is: Predict which catalyst facilitates the given reaction. (1) Reactant: CC1(C)[O:6][C@@H:5]([C@@H:7]2[C@@H:11]3[O:12]C(C)(C)[O:14][C@:10]3([CH3:17])[CH:9]([OH:18])[O:8]2)[CH2:4][O:3]1. Product: [OH:12][CH2:11][C@H:7]1[O:8][CH:9]([OH:18])[C@@:10]([CH3:17])([OH:14])[C@@H:4]([OH:3])[C@@H:5]1[OH:6]. The catalyst class is: 127. (2) Reactant: C([Si](C)(C)[O:6][C@H:7]1[CH2:12][CH2:11][C@H:10]([N:13]2[C:18]3=[N:19][C:20](Cl)=[N:21][CH:22]=[C:17]3[CH2:16][N:15]([C:24]3[CH:29]=[CH:28][C:27]([O:30][CH3:31])=[CH:26][C:25]=3[F:32])[C:14]2=[O:33])[CH2:9][CH2:8]1)(C)(C)C.[CH3:36][O:37][C:38]1[CH:43]=[CH:42][C:41]([NH2:44])=[CH:40][CH:39]=1.O.C1(C)C=CC(S(O)(=O)=O)=CC=1. Product: [F:32][C:25]1[CH:26]=[C:27]([O:30][CH3:31])[CH:28]=[CH:29][C:24]=1[N:15]1[CH2:16][C:17]2[C:18](=[N:19][C:20]([NH:44][C:41]3[CH:42]=[CH:43][C:38]([O:37][CH3:36])=[CH:39][CH:40]=3)=[N:21][CH:22]=2)[N:13]([C@H:10]2[CH2:9][CH2:8][C@H:7]([OH:6])[CH2:12][CH2:11]2)[C:14]1=[O:33]. The catalyst class is: 41.